This data is from Full USPTO retrosynthesis dataset with 1.9M reactions from patents (1976-2016). The task is: Predict the reactants needed to synthesize the given product. (1) Given the product [OH:8][N:9]=[C:10]1[C:18]2[C:13](=[CH:14][C:15]([NH:19][C:20]3[C:28]4[C:23](=[CH:24][N:25]=[CH:26][CH:27]=4)[O:22][C:21]=3[C:29]([CH:31]3[CH2:32][CH2:33][O:34][CH2:35][CH2:36]3)=[O:30])=[CH:16][CH:17]=2)[CH2:12][CH2:11]1, predict the reactants needed to synthesize it. The reactants are: [Si]([O:8][N:9]=[C:10]1[C:18]2[C:13](=[CH:14][C:15]([NH:19][C:20]3[C:28]4[C:23](=[CH:24][N:25]=[CH:26][CH:27]=4)[O:22][C:21]=3[C:29]([CH:31]3[CH2:36][CH2:35][O:34][CH2:33][CH2:32]3)=[O:30])=[CH:16][CH:17]=2)[CH2:12][CH2:11]1)(C(C)(C)C)(C)C.C(O)(C(F)(F)F)=O. (2) Given the product [C:1]1(=[O:7])[NH:13][C:5](=[O:6])[C:4]2=[CH:8][CH:9]=[CH:10][CH:11]=[C:3]2[CH2:2]1, predict the reactants needed to synthesize it. The reactants are: [C:1]1(=O)[O:7][C:5](=[O:6])[C:4]2=[CH:8][CH:9]=[CH:10][CH:11]=[C:3]2[CH2:2]1.[NH2:13]C(N)=O. (3) Given the product [Cl:1][C:2]1[CH:3]=[CH:4][C:5]([O:17][CH2:18][C:19]2[CH:24]=[CH:23][CH:22]=[CH:21][CH:20]=2)=[C:6]([C:8]2[CH:13]=[CH:12][CH:11]=[CH:10][C:9]=2[C:26]2[N:31]=[C:30]([C:32]([O:34][CH2:35][CH3:36])=[O:33])[CH:29]=[CH:28][CH:27]=2)[CH:7]=1, predict the reactants needed to synthesize it. The reactants are: [Cl:1][C:2]1[CH:3]=[CH:4][C:5]([O:17][CH2:18][C:19]2[CH:24]=[CH:23][CH:22]=[CH:21][CH:20]=2)=[C:6]([C:8]2[CH:13]=[CH:12][CH:11]=[CH:10][C:9]=2B(O)O)[CH:7]=1.Br[C:26]1[N:31]=[C:30]([C:32]([O:34][CH2:35][CH3:36])=[O:33])[CH:29]=[CH:28][CH:27]=1.C(=O)([O-])[O-].[K+].[K+].Cl. (4) The reactants are: [H-].[Na+].[F:3][C:4]([F:34])([F:33])[CH2:5][O:6][C:7]1[CH:12]=[C:11]([O:13][CH2:14][C:15]([F:18])([F:17])[F:16])[N:10]=[C:9]([NH:19][C:20](=[O:32])[N:21]([CH3:31])[C:22]2[S:23][C:24]([C:27]([F:30])([F:29])[F:28])=[CH:25][CH:26]=2)[N:8]=1.[CH3:35]I. Given the product [CH3:35][N:19]([C:9]1[N:8]=[C:7]([O:6][CH2:5][C:4]([F:3])([F:33])[F:34])[CH:12]=[C:11]([O:13][CH2:14][C:15]([F:18])([F:17])[F:16])[N:10]=1)[C:20](=[O:32])[N:21]([CH3:31])[C:22]1[S:23][C:24]([C:27]([F:28])([F:29])[F:30])=[CH:25][CH:26]=1, predict the reactants needed to synthesize it. (5) Given the product [F:1][C:2]1[CH:3]=[N:4][N:5]([C:7]2[N:12]=[C:11]([OH:13])[C:10]([C:14]([NH:48][C@H:49]([C:62]3[CH:63]=[CH:64][C:65]([F:68])=[CH:66][CH:67]=3)[C:50]3[CH:55]=[CH:54][C:53]([P:56]([CH3:61])(=[O:60])[O:57][CH2:58][CH3:59])=[CH:52][CH:51]=3)=[O:16])=[CH:9][N:8]=2)[CH:6]=1, predict the reactants needed to synthesize it. The reactants are: [F:1][C:2]1[CH:3]=[N:4][N:5]([C:7]2[N:12]=[C:11]([OH:13])[C:10]([C:14]([OH:16])=O)=[CH:9][N:8]=2)[CH:6]=1.CCN(CC)CC.CN(C(ON1N=NC2C=CC=NC1=2)=[N+](C)C)C.F[P-](F)(F)(F)(F)F.[NH2:48][C@H:49]([C:62]1[CH:67]=[CH:66][C:65]([F:68])=[CH:64][CH:63]=1)[C:50]1[CH:55]=[CH:54][C:53]([P:56]([CH3:61])(=[O:60])[O:57][CH2:58][CH3:59])=[CH:52][CH:51]=1.Cl.N[C@H](C1C=CC(F)=CC=1)C1C=CC(P(C)(=O)OCC)=CC=1. (6) Given the product [C:54]([O:53][C:51]([NH:50][C@@H:41]([CH2:40][CH2:39][N:27]1[CH2:26][CH2:25][CH:24]([NH:23][C:21](=[O:22])[C:20]2[CH:30]=[CH:31][C:17]([NH:16][C:13]3[N:12]=[CH:11][C:10]4[N:9]([CH3:34])[C:8](=[O:35])[C@@H:7]([CH2:36][CH3:37])[N:6]([CH:1]5[CH2:5][CH2:4][CH2:3][CH2:2]5)[C:15]=4[N:14]=3)=[C:18]([O:32][CH3:33])[CH:19]=2)[CH2:29][CH2:28]1)[C:42]([O:44][CH:45]1[CH2:46][CH2:47][CH2:48][CH2:49]1)=[O:43])=[O:52])([CH3:57])([CH3:56])[CH3:55], predict the reactants needed to synthesize it. The reactants are: [CH:1]1([N:6]2[C:15]3[N:14]=[C:13]([NH:16][C:17]4[CH:31]=[CH:30][C:20]([C:21]([NH:23][CH:24]5[CH2:29][CH2:28][NH:27][CH2:26][CH2:25]5)=[O:22])=[CH:19][C:18]=4[O:32][CH3:33])[N:12]=[CH:11][C:10]=3[N:9]([CH3:34])[C:8](=[O:35])[C@H:7]2[CH2:36][CH3:37])[CH2:5][CH2:4][CH2:3][CH2:2]1.Br[CH2:39][CH2:40][C@H:41]([NH:50][C:51]([O:53][C:54]([CH3:57])([CH3:56])[CH3:55])=[O:52])[C:42]([O:44][CH:45]1[CH2:49][CH2:48][CH2:47][CH2:46]1)=[O:43].C([O-])([O-])=O.[K+].[K+].[Na+].[I-]. (7) Given the product [CH2:1]([C:8]1[CH:9]=[N:10][C:11]2[C:16]([C:17]=1[C:29]1[CH:30]=[C:25]([CH:26]=[CH:27][CH:28]=1)[CH:23]=[O:24])=[CH:15][CH:14]=[CH:13][C:12]=2[C:19]([F:22])([F:21])[F:20])[C:2]1[CH:7]=[CH:6][CH:5]=[CH:4][CH:3]=1, predict the reactants needed to synthesize it. The reactants are: [CH2:1]([C:8]1[CH:9]=[N:10][C:11]2[C:16]([C:17]=1Br)=[CH:15][CH:14]=[CH:13][C:12]=2[C:19]([F:22])([F:21])[F:20])[C:2]1[CH:7]=[CH:6][CH:5]=[CH:4][CH:3]=1.[CH:23]([C:25]1[CH:26]=[C:27](B(O)O)[CH:28]=[CH:29][CH:30]=1)=[O:24].